Dataset: Reaction yield outcomes from USPTO patents with 853,638 reactions. Task: Predict the reaction yield, written as a fraction of the theoretical maximum amount of product (1.0 means a 100% yield; for example, 0.34 means a 34% yield). (1) The reactants are [CH3:1][C:2]1[NH:3][C:4]2[CH2:5][C:6]([CH3:13])([CH3:12])[CH2:7][C:8](=[O:11])[C:9]=2[CH:10]=1.[H-].[Na+].Br[CH2:17][CH2:18][CH2:19][CH2:20][CH2:21][C:22]([O:24][CH2:25][CH3:26])=[O:23]. The catalyst is CN(C=O)C. The product is [CH3:1][C:2]1[N:3]([CH2:17][CH2:18][CH2:19][CH2:20][CH2:21][C:22]([O:24][CH2:25][CH3:26])=[O:23])[C:4]2[CH2:5][C:6]([CH3:13])([CH3:12])[CH2:7][C:8](=[O:11])[C:9]=2[CH:10]=1. The yield is 0.800. (2) The reactants are [C:1]([NH:8][C:9]([NH:18][C:19]([O:21][C:22]([CH3:25])([CH3:24])[CH3:23])=[O:20])=[N:10]S(C(F)(F)F)(=O)=O)([O:3][C:4]([CH3:7])([CH3:6])[CH3:5])=[O:2].C(N(CC)CC)C.N[CH:34]([CH3:65])[CH2:35][O:36][C@@H:37]1[C@:41]([C:43]([CH3:46])([CH3:45])[CH3:44])([OH:42])[C@@H:40]([C:47](=[SiH2:53])[O:48][C:49]([CH3:52])([CH3:51])[CH3:50])[O:39][C@H:38]1[N:54]1[C:64]2[N:63]=[C:61]([NH2:62])[NH:60][C:58](=[O:59])[C:57]=2[N:56]=[CH:55]1. The catalyst is ClCCl. The product is [C:1]([N:8]([CH2:65][CH2:34][CH2:35][O:36][C@@H:37]1[C@:41]([C:43]([CH3:44])([CH3:45])[CH3:46])([OH:42])[C@@H:40]([C:47](=[SiH2:53])[O:48][C:49]([CH3:50])([CH3:51])[CH3:52])[O:39][C@H:38]1[N:54]1[C:64]2[N:63]=[C:61]([NH2:62])[NH:60][C:58](=[O:59])[C:57]=2[N:56]=[CH:55]1)[C:9]([NH2:10])=[N:18][C:19]([O:21][C:22]([CH3:25])([CH3:24])[CH3:23])=[O:20])([O:3][C:4]([CH3:7])([CH3:6])[CH3:5])=[O:2]. The yield is 0.890. (3) The reactants are [C:1]([NH:18][NH2:19])([O:3][CH2:4][CH:5]1[C:17]2[C:12](=[CH:13][CH:14]=[CH:15][CH:16]=2)[C:11]2[C:6]1=[CH:7][CH:8]=[CH:9][CH:10]=2)=[O:2].Cl.C1N=CN([C:26](N2C=NC=C2)=[O:27])C=1.CCN(C(C)C)C(C)C.[NH2:42][C@H:43]([C:48]([O:50][C:51]([CH3:54])([CH3:53])[CH3:52])=[O:49])[CH2:44][CH:45]([CH3:47])[CH3:46].Cl. The catalyst is C1COCC1.CN(C=O)C. The product is [NH:18]([C:1]([O:3][CH2:4][CH:5]1[C:17]2[C:12](=[CH:13][CH:14]=[CH:15][CH:16]=2)[C:11]2[C:6]1=[CH:7][CH:8]=[CH:9][CH:10]=2)=[O:2])[NH:19][C:26]([NH:42][C@H:43]([C:48]([O:50][C:51]([CH3:52])([CH3:54])[CH3:53])=[O:49])[CH2:44][CH:45]([CH3:47])[CH3:46])=[O:27]. The yield is 0.990.